From a dataset of Reaction yield outcomes from USPTO patents with 853,638 reactions. Predict the reaction yield, written as a fraction of the theoretical maximum amount of product (1.0 means a 100% yield; for example, 0.34 means a 34% yield). The reactants are [N+:1]([C:4]1[CH:5]=[CH:6][C:7]([C:15]([F:18])([F:17])[F:16])=[C:8]([NH:10][C:11](=[O:14])[CH:12]=[CH2:13])[CH:9]=1)([O-])=O.[Cl-].[NH4+]. The catalyst is O1CCOCC1.O.O.[Zn]. The product is [NH2:1][C:4]1[CH:5]=[CH:6][C:7]([C:15]([F:16])([F:17])[F:18])=[C:8]([NH:10][C:11](=[O:14])[CH:12]=[CH2:13])[CH:9]=1. The yield is 0.850.